This data is from Buchwald-Hartwig C-N cross coupling reaction yields with 55,370 reactions. The task is: Predict the reaction yield, written as a fraction of the theoretical maximum amount of product (1.0 means a 100% yield; for example, 0.34 means a 34% yield). The reactants are COc1ccc(I)cc1.Cc1ccc(N)cc1.O=S(=O)(O[Pd]1c2ccccc2-c2ccccc2N~1)C(F)(F)F.COc1ccc(OC)c(P(C(C)(C)C)C(C)(C)C)c1-c1c(C(C)C)cc(C(C)C)cc1C(C)C.CCN=P(N=P(N(C)C)(N(C)C)N(C)C)(N(C)C)N(C)C.Cc1cc(C)on1. No catalyst specified. The product is COc1ccc(Nc2ccc(C)cc2)cc1. The yield is 0.484.